This data is from Catalyst prediction with 721,799 reactions and 888 catalyst types from USPTO. The task is: Predict which catalyst facilitates the given reaction. (1) Reactant: [CH3:1][O:2][C:3]1[CH:4]=[C:5]([OH:10])[CH:6]=[C:7]([CH3:9])[CH:8]=1.[S:11](O[S:11]([C:14]([F:17])([F:16])[F:15])(=[O:13])=[O:12])([C:14]([F:17])([F:16])[F:15])(=[O:13])=[O:12].Cl. Product: [F:15][C:14]([F:17])([F:16])[S:11]([O:10][C:5]1[CH:6]=[C:7]([CH3:9])[CH:8]=[C:3]([O:2][CH3:1])[CH:4]=1)(=[O:13])=[O:12]. The catalyst class is: 17. (2) Reactant: Br[C:2]1[CH:7]=[CH:6][C:5]([Cl:8])=[CH:4][CH:3]=1.[Mg].[C:10](OC)(=[O:15])[C:11]([O:13][CH3:14])=[O:12].[Cl-].[NH4+]. Product: [CH3:14][O:13][C:11](=[O:12])[C:10]([C:2]1[CH:7]=[CH:6][C:5]([Cl:8])=[CH:4][CH:3]=1)=[O:15]. The catalyst class is: 7. (3) Reactant: C(O[C@H:5]1[C@H:10]([O:11][C:12](=[O:14])[CH3:13])[C@@H:9]([O:15][C:16](=[O:18])[CH3:17])[C@@H:8]([O:19][C:20](=[O:22])[CH3:21])[C@@H:7]([CH2:23][O:24][C:25](=[O:27])[CH3:26])[O:6]1)(=O)C.[BrH:28]. Product: [C:20]([O:19][C@@H:8]1[C@H:9]([O:15][C:16](=[O:18])[CH3:17])[C@@H:10]([O:11][C:12](=[O:14])[CH3:13])[C@H:5]([Br:28])[O:6][C@@H:7]1[CH2:23][O:24][C:25](=[O:27])[CH3:26])(=[O:22])[CH3:21]. The catalyst class is: 15.